The task is: Predict the reaction yield, written as a fraction of the theoretical maximum amount of product (1.0 means a 100% yield; for example, 0.34 means a 34% yield).. This data is from Reaction yield outcomes from USPTO patents with 853,638 reactions. (1) The reactants are [Cl:1][C:2]1[CH:10]=[C:9]2[C:5]([CH:6]=[C:7]([CH3:11])[NH:8]2)=[CH:4][CH:3]=1.[F:12][C:13]([F:24])([F:23])[C:14](O[C:14](=[O:15])[C:13]([F:24])([F:23])[F:12])=[O:15]. The catalyst is ClCCCl. The product is [Cl:1][C:2]1[CH:10]=[C:9]2[C:5]([C:6]([C:14](=[O:15])[C:13]([F:24])([F:23])[F:12])=[C:7]([CH3:11])[NH:8]2)=[CH:4][CH:3]=1. The yield is 0.950. (2) The reactants are [NH:1]([C:8]([NH:10][C:11]1[CH:12]=[CH:13][C:14]([O:20][CH:21]([C:28]2[CH:33]=[CH:32][CH:31]=[CH:30][CH:29]=2)[C:22]2[CH:27]=[CH:26][CH:25]=[CH:24][CH:23]=2)=[C:15]([CH:19]=1)[C:16](O)=[O:17])=[O:9])[C:2]1[CH:7]=[CH:6][CH:5]=[CH:4][CH:3]=1.[C:34]([NH2:43])([C:37]1[CH:42]=[CH:41][CH:40]=[CH:39][CH:38]=1)([CH3:36])[CH3:35].ON1C2C=CC=CC=2N=N1.Cl.C(N=C=NCCCN(C)C)C. The yield is 0.375. The catalyst is CN(C=O)C.O. The product is [NH:1]([C:8]([NH:10][C:11]1[CH:12]=[CH:13][C:14]([O:20][CH:21]([C:22]2[CH:23]=[CH:24][CH:25]=[CH:26][CH:27]=2)[C:28]2[CH:29]=[CH:30][CH:31]=[CH:32][CH:33]=2)=[C:15]([CH:19]=1)[C:16]([NH:43][C:34]([CH3:36])([C:37]1[CH:42]=[CH:41][CH:40]=[CH:39][CH:38]=1)[CH3:35])=[O:17])=[O:9])[C:2]1[CH:7]=[CH:6][CH:5]=[CH:4][CH:3]=1.